This data is from Full USPTO retrosynthesis dataset with 1.9M reactions from patents (1976-2016). The task is: Predict the reactants needed to synthesize the given product. (1) Given the product [C:6]([O:10][C:11]([N:13]1[CH2:17][C@H:16]([S:31][C:32]2[CH:39]=[CH:38][CH:37]=[CH:36][C:33]=2[CH2:34][OH:35])[CH2:15][C@H:14]1[C:23](=[O:30])[NH:24][C:25]1([C:28]#[N:29])[CH2:26][CH2:27]1)=[O:12])([CH3:8])([CH3:9])[CH3:7], predict the reactants needed to synthesize it. The reactants are: S([O-])(=O)(=O)C.[C:6]([O:10][C:11]([N:13]1[CH2:17][C@@H:16](OS(C)(=O)=O)[CH2:15][C@H:14]1[C:23](=[O:30])[NH:24][C:25]1([C:28]#[N:29])[CH2:27][CH2:26]1)=[O:12])([CH3:9])([CH3:8])[CH3:7].[SH:31][C:32]1[CH:39]=[CH:38][CH:37]=[CH:36][C:33]=1[CH2:34][OH:35]. (2) Given the product [NH2:8][C:5]1[CH:6]=[CH:7][C:2]([F:1])=[C:3]([NH:11][C:12](=[O:18])[O:13][C:14]([CH3:15])([CH3:16])[CH3:17])[CH:4]=1, predict the reactants needed to synthesize it. The reactants are: [F:1][C:2]1[CH:7]=[CH:6][C:5]([N+:8]([O-])=O)=[CH:4][C:3]=1[NH:11][C:12](=[O:18])[O:13][C:14]([CH3:17])([CH3:16])[CH3:15]. (3) Given the product [N+:48]([C:51]1[CH:56]=[CH:55][C:54]([NH:57][CH:58]2[CH2:59][CH2:60][N:61]([C:18](=[O:20])[CH2:17][CH2:16][CH2:15][N:12]3[CH2:11][CH2:10][N:9]([C:7]4[S:8][C:4]([C:3]([F:2])([F:22])[F:21])=[N:5][N:6]=4)[CH2:14][CH2:13]3)[CH2:62][CH2:63]2)=[CH:53][C:52]=1[C:64]([F:67])([F:65])[F:66])([O-:50])=[O:49], predict the reactants needed to synthesize it. The reactants are: [Li+].[F:2][C:3]([F:22])([F:21])[C:4]1[S:8][C:7]([N:9]2[CH2:14][CH2:13][N:12]([CH2:15][CH2:16][CH2:17][C:18]([O-:20])=O)[CH2:11][CH2:10]2)=[N:6][N:5]=1.F[P-](F)(F)(F)(F)F.CN(C)C(ON1C2C=CC=CC=2N=N1)=[N+](C)C.Cl.[N+:48]([C:51]1[CH:56]=[CH:55][C:54]([NH:57][CH:58]2[CH2:63][CH2:62][NH:61][CH2:60][CH2:59]2)=[CH:53][C:52]=1[C:64]([F:67])([F:66])[F:65])([O-:50])=[O:49].C(N(C(C)C)CC)(C)C.[O-2].[Al+3].[O-2].[O-2].[Al+3]. (4) Given the product [OH:22][CH:23]1[CH2:24][CH2:25][N:26]([C:29]2[CH:37]=[CH:36][C:32]([C:33]([NH:1][C:2]3[CH:3]=[C:4]4[C:8](=[CH:9][CH:10]=3)[N:7]([C:11]3[CH:12]=[CH:13][C:14]([C:15]([O:17][CH2:18][CH3:19])=[O:16])=[CH:20][CH:21]=3)[N:6]=[CH:5]4)=[O:34])=[CH:31][CH:30]=2)[CH2:27][CH2:28]1, predict the reactants needed to synthesize it. The reactants are: [NH2:1][C:2]1[CH:3]=[C:4]2[C:8](=[CH:9][CH:10]=1)[N:7]([C:11]1[CH:21]=[CH:20][C:14]([C:15]([O:17][CH2:18][CH3:19])=[O:16])=[CH:13][CH:12]=1)[N:6]=[CH:5]2.[OH:22][CH:23]1[CH2:28][CH2:27][N:26]([C:29]2[CH:37]=[CH:36][C:32]([C:33](O)=[O:34])=[CH:31][CH:30]=2)[CH2:25][CH2:24]1. (5) Given the product [Cl:31][C:4]1[CH:5]=[C:6]2[C:10](=[C:2]([NH:1][CH2:41][CH2:42][C:43]#[N:44])[CH:3]=1)[NH:9][C:8]([C:11]([NH2:13])=[O:12])=[C:7]2[S:14]([N:17]1[CH2:22][CH2:21][O:20][C@H:19]([CH2:23][O:24][C:25]2[CH:26]=[CH:27][CH:28]=[CH:29][CH:30]=2)[CH2:18]1)(=[O:16])=[O:15], predict the reactants needed to synthesize it. The reactants are: [NH2:1][C:2]1[CH:3]=[C:4]([Cl:31])[CH:5]=[C:6]2[C:10]=1[NH:9][C:8]([C:11]([NH2:13])=[O:12])=[C:7]2[S:14]([N:17]1[CH2:22][CH2:21][O:20][C@H:19]([CH2:23][O:24][C:25]2[CH:30]=[CH:29][CH:28]=[CH:27][CH:26]=2)[CH2:18]1)(=[O:16])=[O:15].C(=O)([O-])[O-].[K+].[K+].[I-].[K+].Br[CH2:41][CH2:42][C:43]#[N:44].